This data is from Peptide-MHC class I binding affinity with 185,985 pairs from IEDB/IMGT. The task is: Regression. Given a peptide amino acid sequence and an MHC pseudo amino acid sequence, predict their binding affinity value. This is MHC class I binding data. (1) The peptide sequence is SETDRWGLT. The MHC is Mamu-A11 with pseudo-sequence Mamu-A11. The binding affinity (normalized) is 0.232. (2) The peptide sequence is TVLGLGLSLK. The MHC is HLA-A68:01 with pseudo-sequence HLA-A68:01. The binding affinity (normalized) is 0.603. (3) The peptide sequence is YTSDYFISY. The binding affinity (normalized) is 0.356. The MHC is HLA-A80:01 with pseudo-sequence HLA-A80:01. (4) The peptide sequence is RLKFSLSYK. The MHC is HLA-B83:01 with pseudo-sequence HLA-B83:01. The binding affinity (normalized) is 0.213. (5) The peptide sequence is SPGRKNGSF. The MHC is HLA-B35:01 with pseudo-sequence HLA-B35:01. The binding affinity (normalized) is 0.0847. (6) The peptide sequence is SFGAGTLAK. The MHC is HLA-A26:01 with pseudo-sequence HLA-A26:01. The binding affinity (normalized) is 0.0847. (7) The peptide sequence is PASTNRQSGR. The MHC is HLA-A03:01 with pseudo-sequence HLA-A03:01. The binding affinity (normalized) is 0. (8) The peptide sequence is SYFPDSNNV. The MHC is HLA-A26:01 with pseudo-sequence HLA-A26:01. The binding affinity (normalized) is 0.0847. (9) The peptide sequence is LFKLLEYS. The MHC is H-2-Db with pseudo-sequence H-2-Db. The binding affinity (normalized) is 0.